From a dataset of Forward reaction prediction with 1.9M reactions from USPTO patents (1976-2016). Predict the product of the given reaction. (1) Given the reactants [Cl:1][C:2]1[CH:26]=[CH:25][C:5]2=[N:6][N:7]([C:9]3[CH:14]=[C:13]([OH:15])[CH:12]=[C:11]([C:16]([CH3:19])([CH3:18])[CH3:17])[C:10]=3[CH:20]([CH3:24])[C:21]([OH:23])=[O:22])[N:8]=[C:4]2[CH:3]=1.S(=O)(=O)(O)O.[CH3:32]O, predict the reaction product. The product is: [CH3:32][O:22][C:21](=[O:23])[CH:20]([C:10]1[C:11]([C:16]([CH3:18])([CH3:17])[CH3:19])=[CH:12][C:13]([OH:15])=[CH:14][C:9]=1[N:7]1[N:6]=[C:5]2[CH:25]=[CH:26][C:2]([Cl:1])=[CH:3][C:4]2=[N:8]1)[CH3:24]. (2) Given the reactants [CH3:1][O:2][C:3]1[CH:4]=[C:5]2[C:10](=[CH:11][C:12]=1[O:13][CH3:14])[N:9]=[CH:8][CH:7]=[C:6]2[O:15][C:16]1[CH:22]=[CH:21][C:19]([NH2:20])=[C:18]([CH3:23])[C:17]=1[CH3:24].C(N(CC)CC)C.[C:32](Cl)(Cl)=[S:33].[NH2:36][CH2:37][CH2:38][CH2:39][N:40]1[CH2:45][CH2:44][CH2:43][CH2:42][CH:41]1[CH3:46], predict the reaction product. The product is: [CH3:1][O:2][C:3]1[CH:4]=[C:5]2[C:10](=[CH:11][C:12]=1[O:13][CH3:14])[N:9]=[CH:8][CH:7]=[C:6]2[O:15][C:16]1[CH:22]=[CH:21][C:19]([NH:20][C:32]([NH:36][CH2:37][CH2:38][CH2:39][N:40]2[CH2:45][CH2:44][CH2:43][CH2:42][CH:41]2[CH3:46])=[S:33])=[C:18]([CH3:23])[C:17]=1[CH3:24]. (3) Given the reactants [F:1][C:2]1[CH:38]=[C:37]([N+:39]([O-])=O)[CH:36]=[CH:35][C:3]=1[O:4][C:5]1[CH:10]=[CH:9][N:8]=[C:7]2[CH:11]=[C:12]([C:14]3[CH:34]=[CH:33][C:17]([CH2:18][N:19]([CH2:23][CH2:24][O:25][CH2:26][CH2:27][O:28][CH2:29][CH2:30][O:31][CH3:32])[C:20](=[O:22])[CH3:21])=[CH:16][CH:15]=3)[S:13][C:6]=12.[Cl-].[NH4+], predict the reaction product. The product is: [NH2:39][C:37]1[CH:36]=[CH:35][C:3]([O:4][C:5]2[CH:10]=[CH:9][N:8]=[C:7]3[CH:11]=[C:12]([C:14]4[CH:15]=[CH:16][C:17]([CH2:18][N:19]([CH2:23][CH2:24][O:25][CH2:26][CH2:27][O:28][CH2:29][CH2:30][O:31][CH3:32])[C:20](=[O:22])[CH3:21])=[CH:33][CH:34]=4)[S:13][C:6]=23)=[C:2]([F:1])[CH:38]=1. (4) Given the reactants [N+]([C:4]1[CH:9]=[CH:8][C:7]([N:10]=[C:11]=[O:12])=[CH:6][CH:5]=1)([O-])=O.[N:13]1[C:18](C)=[CH:17][CH:16]=[CH:15][C:14]=1[CH3:20].C1(N=C=O)C=CC=CC=1, predict the reaction product. The product is: [C:7]1([NH:10][C:11]([NH:13][C:18]2[CH:20]=[CH:14][CH:15]=[CH:16][CH:17]=2)=[O:12])[CH:8]=[CH:9][CH:4]=[CH:5][CH:6]=1. (5) Given the reactants [CH3:1][CH:2]([CH2:10][CH:11]=[O:12])[CH2:3][CH2:4][CH2:5][C:6]([OH:9])([CH3:8])[CH3:7].C=O.[CH2:15](NCCCC)CCC.C(O)(=O)CCCCC, predict the reaction product. The product is: [CH3:1][CH:2]([CH2:3][CH2:4][CH2:5][C:6]([CH3:8])([OH:9])[CH3:7])[C:10](=[CH2:15])[CH:11]=[O:12]. (6) The product is: [CH3:39][O:43][CH:16]=[C:17]1[C:26]2[C:21](=[CH:22][CH:23]=[C:24]([N+:27]([O-:29])=[O:28])[CH:25]=2)[C:20](=[O:30])[NH:19][C:18]1=[O:31].[CH3:8][CH:6]1[NH:7][CH:2]([CH3:1])[CH2:3][N:4]([C:9]2[CH:14]=[CH:13][C:12]([NH2:15])=[CH:11][CH:10]=2)[CH2:5]1. Given the reactants [CH3:1][CH:2]1[NH:7][CH:6]([CH3:8])[CH2:5][N:4]([C:9]2[CH:14]=[CH:13][C:12]([NH:15]/[CH:16]=[C:17]3\[C:18](=[O:31])[NH:19][C:20](=[O:30])[C:21]4[C:26]\3=[CH:25][C:24]([N+:27]([O-:29])=[O:28])=[CH:23][CH:22]=4)=[CH:11][CH:10]=2)[CH2:3]1.BrC1C=C2C(=CC=1)[C:39](=[O:43])NC(=O)C2=CNC1C=CC(N2CC(C)NC(C)C2)=CC=1, predict the reaction product.